Dataset: Full USPTO retrosynthesis dataset with 1.9M reactions from patents (1976-2016). Task: Predict the reactants needed to synthesize the given product. (1) Given the product [C:1]1([C:35]2[CH:40]=[CH:39][CH:38]=[CH:37][CH:36]=2)[CH:2]=[CH:3][C:4]([C:7]([NH:9][CH2:10][CH2:11][O:12][C:13]2[CH:18]=[CH:17][C:16]([CH2:19][CH:20]([N:26]([CH2:33][CH3:34])[C:27]3[CH:28]=[CH:29][CH:30]=[CH:31][CH:32]=3)[C:21]([OH:23])=[O:22])=[CH:15][CH:14]=2)=[O:8])=[CH:5][CH:6]=1, predict the reactants needed to synthesize it. The reactants are: [C:1]1([C:35]2[CH:40]=[CH:39][CH:38]=[CH:37][CH:36]=2)[CH:6]=[CH:5][C:4]([C:7]([NH:9][CH2:10][CH2:11][O:12][C:13]2[CH:18]=[CH:17][C:16]([CH2:19][CH:20]([N:26]([CH2:33][CH3:34])[C:27]3[CH:32]=[CH:31][CH:30]=[CH:29][CH:28]=3)[C:21]([O:23]CC)=[O:22])=[CH:15][CH:14]=2)=[O:8])=[CH:3][CH:2]=1.[OH-].[Na+]. (2) Given the product [Br:1][C:2]1[CH:7]=[C:6]([C:8]2[N:9]=[CH:10][N:11]([CH3:22])[C:12]=2[C:13]2[CH:14]=[CH:15][C:16]([F:19])=[CH:17][CH:18]=2)[CH:5]=[CH:4][N:3]=1, predict the reactants needed to synthesize it. The reactants are: [Br:1][C:2]1[CH:7]=[C:6]([C:8]2[NH:9][CH:10]=[N:11][C:12]=2[C:13]2[CH:18]=[CH:17][C:16]([F:19])=[CH:15][CH:14]=2)[CH:5]=[CH:4][N:3]=1.[H-].[Na+].[CH3:22]I.[NH4+].[Cl-]. (3) The reactants are: [NH2:1][C:2]1[CH:7]=[CH:6][C:5]([Br:8])=[CH:4][C:3]=1[NH:9][C:10](=O)[CH2:11][C:12]1[CH:13]=[N:14][CH:15]=[N:16][CH:17]=1. Given the product [Br:8][C:5]1[CH:6]=[CH:7][C:2]2[NH:1][C:10]([CH2:11][C:12]3[CH:13]=[N:14][CH:15]=[N:16][CH:17]=3)=[N:9][C:3]=2[CH:4]=1, predict the reactants needed to synthesize it. (4) Given the product [C:11]([N:14]1[CH2:19][CH2:18][N:17]([C:6]2[CH:7]=[CH:8][CH:9]=[C:2]([Cl:1])[C:3]=2[CH:4]=[O:5])[CH2:16][CH2:15]1)(=[O:13])[CH3:12], predict the reactants needed to synthesize it. The reactants are: [Cl:1][C:2]1[CH:9]=[CH:8][CH:7]=[C:6](F)[C:3]=1[CH:4]=[O:5].[C:11]([N:14]1[CH2:19][CH2:18][NH:17][CH2:16][CH2:15]1)(=[O:13])[CH3:12].C(=O)([O-])[O-].[K+].[K+]. (5) The reactants are: I[C:2]1[CH:3]=[N:4][N:5]([CH3:9])[C:6]=1[CH:7]=[O:8].[C:10]([C:12]1[CH:17]=[CH:16][C:15]([S:18]([OH:21])(=O)=[O:19])=[CH:14][CH:13]=1)#[CH:11].C([N:24](CC)CC)C. Given the product [CH:7]([C:6]1[N:5]([CH3:9])[N:4]=[CH:3][C:2]=1[C:11]#[C:10][C:12]1[CH:17]=[CH:16][C:15]([S:18]([NH2:24])(=[O:21])=[O:19])=[CH:14][CH:13]=1)=[O:8], predict the reactants needed to synthesize it.